This data is from Forward reaction prediction with 1.9M reactions from USPTO patents (1976-2016). The task is: Predict the product of the given reaction. (1) Given the reactants [C:1]([C:3]1[CH:4]=[CH:5][C:6]([CH3:28])=[C:7]([N:9]([CH2:14][C:15]([N:17]([N:19]2[CH2:27][C:26]3[C:21](=[CH:22][CH:23]=[CH:24][CH:25]=3)[CH2:20]2)[CH3:18])=[O:16])[CH2:10][C:11]([OH:13])=[O:12])[CH:8]=1)#[N:2].CCN=C=NCCCN(C)C.[C:40](O)([CH3:43])([CH3:42])[CH3:41], predict the reaction product. The product is: [C:40]([O:12][C:11](=[O:13])[CH2:10][N:9]([C:7]1[CH:8]=[C:3]([C:1]#[N:2])[CH:4]=[CH:5][C:6]=1[CH3:28])[CH2:14][C:15]([N:17]([N:19]1[CH2:20][C:21]2[C:26](=[CH:25][CH:24]=[CH:23][CH:22]=2)[CH2:27]1)[CH3:18])=[O:16])([CH3:43])([CH3:42])[CH3:41]. (2) Given the reactants [NH2:1][C:2]1[C:7]([C:8]#[N:9])=[C:6]([N:10]2[CH2:15][CH2:14][CH:13]([C:16]3[N:17]([CH2:32][CH2:33][NH:34][CH2:35][CH:36]4[CH2:38][CH2:37]4)[CH:18]=[C:19]([C:21]4[CH:26]=[CH:25][C:24]([F:27])=[C:23]([C:28]([F:31])([F:30])[F:29])[CH:22]=4)[N:20]=3)[CH2:12][CH2:11]2)[N:5]=[CH:4][N:3]=1.[CH:39]1(N)CCCC1, predict the reaction product. The product is: [NH2:1][C:2]1[C:7]([C:8]#[N:9])=[C:6]([N:10]2[CH2:15][CH2:14][CH:13]([C:16]3[N:17]([CH2:32][CH2:33][NH:34][CH:35]4[CH2:39][CH2:37][CH2:38][CH2:36]4)[CH:18]=[C:19]([C:21]4[CH:26]=[CH:25][C:24]([F:27])=[C:23]([C:28]([F:31])([F:29])[F:30])[CH:22]=4)[N:20]=3)[CH2:12][CH2:11]2)[N:5]=[CH:4][N:3]=1. (3) Given the reactants [CH:1]([NH:4][S:5]([CH2:8][CH2:9][C:10]1[CH:15]=[CH:14][C:13]([NH2:16])=[CH:12][CH:11]=1)(=[O:7])=[O:6])([CH3:3])[CH3:2].[CH2:17]([O:19][C:20]([C:22]1[C:23](=[O:42])[C:24]2[CH:29]=[N:28][C:27](S(C)(=O)=O)=[N:26][C:25]=2[N:34]([CH:36]2[CH2:41][CH2:40][CH2:39][CH2:38][CH2:37]2)[CH:35]=1)=[O:21])[CH3:18], predict the reaction product. The product is: [CH2:17]([O:19][C:20]([C:22]1[C:23](=[O:42])[C:24]2[CH:29]=[N:28][C:27]([NH:16][C:13]3[CH:12]=[CH:11][C:10]([CH2:9][CH2:8][S:5](=[O:7])(=[O:6])[NH:4][CH:1]([CH3:3])[CH3:2])=[CH:15][CH:14]=3)=[N:26][C:25]=2[N:34]([CH:36]2[CH2:41][CH2:40][CH2:39][CH2:38][CH2:37]2)[CH:35]=1)=[O:21])[CH3:18]. (4) Given the reactants [F:1][C:2]([F:6])([F:5])[CH2:3][OH:4].[H-].[Na+].Br[CH2:10][C:11]1[CH:20]=[CH:19][C:14]([C:15]([O:17]C)=[O:16])=[CH:13][C:12]=1[O:21][CH3:22], predict the reaction product. The product is: [CH3:22][O:21][C:12]1[CH:13]=[C:14]([CH:19]=[CH:20][C:11]=1[CH2:10][O:4][CH2:3][C:2]([F:6])([F:5])[F:1])[C:15]([OH:17])=[O:16]. (5) Given the reactants [C:1]1([S:7]([C:10]2[CH:22]=[CH:21][C:13]3[NH:14][C:15](=O)[C:16]([CH3:19])([CH3:18])[O:17][C:12]=3[CH:11]=2)(=[O:9])=[O:8])[CH:6]=[CH:5][CH:4]=[CH:3][CH:2]=1.Cl.C(=O)(O)[O-].[Na+].C(=O)([O-])[O-].[K+].[K+], predict the reaction product. The product is: [C:1]1([S:7]([C:10]2[CH:22]=[CH:21][C:13]3[NH:14][CH2:15][C:16]([CH3:18])([CH3:19])[O:17][C:12]=3[CH:11]=2)(=[O:9])=[O:8])[CH:6]=[CH:5][CH:4]=[CH:3][CH:2]=1. (6) The product is: [C:14]([C:7]1[C:6](=[O:10])[N:5]([CH2:11][CH3:12])[C:4](=[O:13])[N:3]([CH2:1][CH3:2])[C:8]=1[CH3:9])(=[O:21])[C:15]1[CH:20]=[CH:19][CH:18]=[CH:17][CH:16]=1. Given the reactants [CH2:1]([N:3]1[C:8]([CH3:9])=[CH:7][C:6](=[O:10])[N:5]([CH2:11][CH3:12])[C:4]1=[O:13])[CH3:2].[C:14](Cl)(=[O:21])[C:15]1[CH:20]=[CH:19][CH:18]=[CH:17][CH:16]=1.[Sn](Cl)(Cl)(Cl)Cl.ClC1C=CC=CC=1, predict the reaction product. (7) The product is: [CH:2]1([CH:11]([C:6]2[CH:7]=[CH:8][CH:9]=[CH:10][N:5]=2)[NH2:12])[CH2:4][CH2:3]1. Given the reactants Br[CH:2]1[CH2:4][CH2:3]1.[N:5]1[CH:10]=[CH:9][CH:8]=[CH:7][C:6]=1[C:11]#[N:12], predict the reaction product. (8) Given the reactants [CH2:1]([O:8][CH2:9][N:10]1[C:14](Br)=[C:13]([CH2:16][C:17]2[CH:22]=[CH:21][CH:20]=[CH:19][C:18]=2[F:23])[C:12]([C:24]([O:26][CH2:27][CH3:28])=[O:25])=[C:11]1[CH:29]=[O:30])[C:2]1[CH:7]=[CH:6][CH:5]=[CH:4][CH:3]=1.[CH:31]1([O:34][C:35]2[CH:36]=[C:37](B3OC(C)(C)C(C)(C)O3)[CH:38]=[CH:39][C:40]=2[O:41][CH:42]([F:44])[F:43])[CH2:33][CH2:32]1.P([O-])([O-])([O-])=O.[K+].[K+].[K+].C1(C)C=CC=CC=1, predict the reaction product. The product is: [CH2:1]([O:8][CH2:9][N:10]1[C:14]([C:37]2[CH:38]=[CH:39][C:40]([O:41][CH:42]([F:44])[F:43])=[C:35]([O:34][CH:31]3[CH2:32][CH2:33]3)[CH:36]=2)=[C:13]([CH2:16][C:17]2[CH:22]=[CH:21][CH:20]=[CH:19][C:18]=2[F:23])[C:12]([C:24]([O:26][CH2:27][CH3:28])=[O:25])=[C:11]1[CH:29]=[O:30])[C:2]1[CH:7]=[CH:6][CH:5]=[CH:4][CH:3]=1.